Dataset: NCI-60 drug combinations with 297,098 pairs across 59 cell lines. Task: Regression. Given two drug SMILES strings and cell line genomic features, predict the synergy score measuring deviation from expected non-interaction effect. (1) Drug 1: CC1=C2C(C(=O)C3(C(CC4C(C3C(C(C2(C)C)(CC1OC(=O)C(C(C5=CC=CC=C5)NC(=O)OC(C)(C)C)O)O)OC(=O)C6=CC=CC=C6)(CO4)OC(=O)C)O)C)O. Drug 2: CCN(CC)CCCC(C)NC1=C2C=C(C=CC2=NC3=C1C=CC(=C3)Cl)OC. Cell line: K-562. Synergy scores: CSS=57.8, Synergy_ZIP=-2.52, Synergy_Bliss=-5.66, Synergy_Loewe=-11.7, Synergy_HSA=-4.60. (2) Drug 1: CCC1=CC2CC(C3=C(CN(C2)C1)C4=CC=CC=C4N3)(C5=C(C=C6C(=C5)C78CCN9C7C(C=CC9)(C(C(C8N6C)(C(=O)OC)O)OC(=O)C)CC)OC)C(=O)OC.C(C(C(=O)O)O)(C(=O)O)O. Drug 2: CCCCCOC(=O)NC1=NC(=O)N(C=C1F)C2C(C(C(O2)C)O)O. Cell line: SK-MEL-28. Synergy scores: CSS=38.7, Synergy_ZIP=6.49, Synergy_Bliss=7.11, Synergy_Loewe=-38.4, Synergy_HSA=6.58. (3) Drug 1: C1=NC2=C(N1)C(=S)N=C(N2)N. Drug 2: CC12CCC3C(C1CCC2O)C(CC4=C3C=CC(=C4)O)CCCCCCCCCS(=O)CCCC(C(F)(F)F)(F)F. Cell line: MOLT-4. Synergy scores: CSS=60.1, Synergy_ZIP=5.01, Synergy_Bliss=5.72, Synergy_Loewe=-5.00, Synergy_HSA=4.91. (4) Drug 1: CC(CN1CC(=O)NC(=O)C1)N2CC(=O)NC(=O)C2. Drug 2: C1CN(P(=O)(OC1)NCCCl)CCCl. Cell line: NCI-H522. Synergy scores: CSS=12.5, Synergy_ZIP=-2.30, Synergy_Bliss=-0.821, Synergy_Loewe=-7.39, Synergy_HSA=-0.0613. (5) Drug 1: C1CN(CCN1C(=O)CCBr)C(=O)CCBr. Drug 2: C(CN)CNCCSP(=O)(O)O. Cell line: SN12C. Synergy scores: CSS=13.4, Synergy_ZIP=-3.51, Synergy_Bliss=1.42, Synergy_Loewe=-22.4, Synergy_HSA=-7.78. (6) Drug 1: C1=CC(=CC=C1CC(C(=O)O)N)N(CCCl)CCCl.Cl. Drug 2: C1CN1P(=S)(N2CC2)N3CC3. Cell line: DU-145. Synergy scores: CSS=25.9, Synergy_ZIP=-7.16, Synergy_Bliss=-4.31, Synergy_Loewe=-16.1, Synergy_HSA=-5.90. (7) Drug 1: C1=C(C(=O)NC(=O)N1)F. Drug 2: C1=CN(C=N1)CC(O)(P(=O)(O)O)P(=O)(O)O. Cell line: M14. Synergy scores: CSS=35.6, Synergy_ZIP=0.692, Synergy_Bliss=-1.88, Synergy_Loewe=-3.01, Synergy_HSA=-1.65. (8) Drug 1: CC1C(C(CC(O1)OC2CC(CC3=C2C(=C4C(=C3O)C(=O)C5=C(C4=O)C(=CC=C5)OC)O)(C(=O)C)O)N)O.Cl. Drug 2: CC1C(C(=O)NC(C(=O)N2CCCC2C(=O)N(CC(=O)N(C(C(=O)O1)C(C)C)C)C)C(C)C)NC(=O)C3=C4C(=C(C=C3)C)OC5=C(C(=O)C(=C(C5=N4)C(=O)NC6C(OC(=O)C(N(C(=O)CN(C(=O)C7CCCN7C(=O)C(NC6=O)C(C)C)C)C)C(C)C)C)N)C. Cell line: KM12. Synergy scores: CSS=19.7, Synergy_ZIP=-3.73, Synergy_Bliss=-0.354, Synergy_Loewe=-0.565, Synergy_HSA=-0.000551.